The task is: Predict the reactants needed to synthesize the given product.. This data is from Full USPTO retrosynthesis dataset with 1.9M reactions from patents (1976-2016). (1) Given the product [C:13]([O:17][C:18]([N:20]1[CH2:25][CH:24]=[C:23]([O:26][Si:2]([CH3:4])([CH3:3])[CH3:1])[C:22]([CH3:28])([CH3:27])[CH2:21]1)=[O:19])([CH3:16])([CH3:14])[CH3:15], predict the reactants needed to synthesize it. The reactants are: [CH3:1][Si:2](Cl)([CH3:4])[CH3:3].C(N(CC)CC)C.[C:13]([O:17][C:18]([N:20]1[CH2:25][CH2:24][C:23](=[O:26])[C:22]([CH3:28])([CH3:27])[CH2:21]1)=[O:19])([CH3:16])([CH3:15])[CH3:14]. (2) Given the product [CH3:21][N:10]1[C:11]2[C:7](=[CH:6][CH:5]=[C:4]([N+:1]([O-:3])=[O:2])[CH:12]=2)[C:8]([C:13]2[CH:18]=[CH:17][CH:16]=[CH:15][CH:14]=2)=[CH:9]1, predict the reactants needed to synthesize it. The reactants are: [N+:1]([C:4]1[CH:12]=[C:11]2[C:7]([C:8]([C:13]3[CH:18]=[CH:17][CH:16]=[CH:15][CH:14]=3)=[CH:9][NH:10]2)=[CH:6][CH:5]=1)([O-:3])=[O:2].[H-].[Na+].[CH3:21]I.Cl. (3) Given the product [F:1][C:2]1[C:7]([CH3:8])=[CH:6][CH:5]=[C:4]2[C:3]=1[N:9]=[C:10]([C:11]([O:13][CH3:14])=[O:12])[CH:15]=[C:16]2[OH:18], predict the reactants needed to synthesize it. The reactants are: [F:1][C:2]1[C:7]([CH3:8])=[CH:6][CH:5]=[CH:4][C:3]=1/[N:9]=[C:10](\[CH2:15][C:16]([O:18]C)=O)/[C:11]([O:13][CH3:14])=[O:12].CS(O)(=O)=O.O=P12OP3(OP(OP(O3)(O1)=O)(=O)O2)=O.C([O-])(O)=O.[Na+]. (4) Given the product [CH3:21][C:22]1([CH3:37])[C:26]2=[N:27][CH:28]=[C:29]([N:31]3[CH2:36][CH2:35][O:34][CH2:33][CH2:32]3)[CH:30]=[C:25]2[N:24]([C:2]2[C:11]3[C:6](=[CH:7][C:8]([F:12])=[CH:9][CH:10]=3)[N:5]=[C:4]([C:13]3[CH:18]=[C:17]([CH3:19])[CH:16]=[CH:15][N:14]=3)[C:3]=2[CH3:20])[CH2:23]1, predict the reactants needed to synthesize it. The reactants are: Cl[C:2]1[C:11]2[C:6](=[CH:7][C:8]([F:12])=[CH:9][CH:10]=2)[N:5]=[C:4]([C:13]2[CH:18]=[C:17]([CH3:19])[CH:16]=[CH:15][N:14]=2)[C:3]=1[CH3:20].[CH3:21][C:22]1([CH3:37])[C:26]2=[N:27][CH:28]=[C:29]([N:31]3[CH2:36][CH2:35][O:34][CH2:33][CH2:32]3)[CH:30]=[C:25]2[NH:24][CH2:23]1.CC(C1C=C(C(C)C)C(C2C=CC=CC=2P(C2CCCCC2)C2CCCCC2)=C(C(C)C)C=1)C.CC(C)([O-])C.[Na+]. (5) The reactants are: [OH-].[Li+].C[O:4][C:5](=[O:15])[CH:6]([C:8]1[CH:13]=[CH:12][C:11]([Cl:14])=[CH:10][CH:9]=1)[CH3:7].CO. Given the product [Cl:14][C:11]1[CH:10]=[CH:9][C:8]([CH:6]([CH3:7])[C:5]([OH:15])=[O:4])=[CH:13][CH:12]=1, predict the reactants needed to synthesize it. (6) The reactants are: [Cl:1][C:2]1[CH:3]=[C:4]([CH:6]=[CH:7][C:8]=1[I:9])N.C(ON=O)CC(C)C.[CH2:18]([S:20]SCC)[CH3:19]. Given the product [Cl:1][C:2]1[CH:3]=[C:4]([S:20][CH2:18][CH3:19])[CH:6]=[CH:7][C:8]=1[I:9], predict the reactants needed to synthesize it. (7) Given the product [C:23]([C:14]1[CH:13]=[C:12]([NH:11][C:9](=[O:10])[C:8]2[CH:20]=[CH:21][CH:22]=[C:6]([C:3]([C:1]#[N:2])([CH3:5])[CH3:4])[CH:7]=2)[CH:17]=[CH:16][C:15]=1[CH3:18])(=[O:25])[CH3:24], predict the reactants needed to synthesize it. The reactants are: [C:1]([C:3]([C:6]1[CH:7]=[C:8]([CH:20]=[CH:21][CH:22]=1)[C:9]([NH:11][C:12]1[CH:17]=[CH:16][C:15]([CH3:18])=[C:14](I)[CH:13]=1)=[O:10])([CH3:5])[CH3:4])#[N:2].[CH2:23]([O:25]C([Sn](CCCC)(CCCC)CCCC)=C)[CH3:24].Cl.